Dataset: Forward reaction prediction with 1.9M reactions from USPTO patents (1976-2016). Task: Predict the product of the given reaction. (1) Given the reactants [C:1]1([C:7]#[CH:8])[CH:6]=[CH:5][CH:4]=[CH:3][CH:2]=1.[CH3:9][O:10][C:11](=[O:41])[CH2:12][O:13][C:14]1[CH:19]=[CH:18][C:17]([O:20][CH2:21][C:22]#[C:23][C:24]2[CH:29]=[C:28]([C:30]#[C:31][CH2:32][N:33]3[CH2:38][CH2:37][O:36][CH2:35][CH2:34]3)[CH:27]=[C:26](Br)[CH:25]=2)=[CH:16][C:15]=1[CH3:40], predict the reaction product. The product is: [CH3:9][O:10][C:11](=[O:41])[CH2:12][O:13][C:14]1[CH:19]=[CH:18][C:17]([O:20][CH2:21][C:22]#[C:23][C:24]2[CH:25]=[C:26]([C:8]#[C:7][C:1]3[CH:6]=[CH:5][CH:4]=[CH:3][CH:2]=3)[CH:27]=[C:28]([C:30]#[C:31][CH2:32][N:33]3[CH2:38][CH2:37][O:36][CH2:35][CH2:34]3)[CH:29]=2)=[CH:16][C:15]=1[CH3:40]. (2) Given the reactants [F:1][C:2]1[C:10]([N:11]2[CH2:16][CH2:15][O:14][CH2:13][CH2:12]2)=[CH:9][C:5]([C:6]([OH:8])=[O:7])=[C:4]([N+:17]([O-])=O)[CH:3]=1, predict the reaction product. The product is: [NH2:17][C:4]1[CH:3]=[C:2]([F:1])[C:10]([N:11]2[CH2:16][CH2:15][O:14][CH2:13][CH2:12]2)=[CH:9][C:5]=1[C:6]([OH:8])=[O:7]. (3) Given the reactants C([O:8][C:9]1[CH:10]=[C:11]([CH:25]=[C:26]([O:28][C@@H:29]([CH3:33])[CH2:30][O:31][CH3:32])[CH:27]=1)[C:12]([NH:14][C:15]1[N:20]=[CH:19][C:18]([C:21]([O:23][CH3:24])=[O:22])=[CH:17][CH:16]=1)=[O:13])C1C=CC=CC=1.C1COCC1.[H][H], predict the reaction product. The product is: [OH:8][C:9]1[CH:10]=[C:11]([CH:25]=[C:26]([O:28][C@@H:29]([CH3:33])[CH2:30][O:31][CH3:32])[CH:27]=1)[C:12]([NH:14][C:15]1[N:20]=[CH:19][C:18]([C:21]([O:23][CH3:24])=[O:22])=[CH:17][CH:16]=1)=[O:13].